From a dataset of Reaction yield outcomes from USPTO patents with 853,638 reactions. Predict the reaction yield, written as a fraction of the theoretical maximum amount of product (1.0 means a 100% yield; for example, 0.34 means a 34% yield). (1) The reactants are [F:1][C:2]1[CH:3]=[C:4]([N:15]2[CH2:19][C@H:18]([CH2:20][NH:21][C:22](=[O:24])[CH3:23])[O:17][C:16]2=[O:25])[CH:5]=[CH:6][C:7]=1[N:8]1[CH2:13][CH2:12][C:11](=O)[CH2:10][CH2:9]1.[C-:26]#[N:27].[Na+].[CH3:29][O:30][C:31]([C:33]1[CH:39]=[CH:38][C:36]([NH2:37])=[CH:35][CH:34]=1)=[O:32]. No catalyst specified. The product is [CH3:29][O:30][C:31]([C:33]1[CH:39]=[CH:38][C:36]([NH:37][C:11]2([C:26]#[N:27])[CH2:10][CH2:9][N:8]([C:7]3[CH:6]=[CH:5][C:4]([N:15]4[CH2:19][C@H:18]([CH2:20][NH:21][C:22](=[O:24])[CH3:23])[O:17][C:16]4=[O:25])=[CH:3][C:2]=3[F:1])[CH2:13][CH2:12]2)=[CH:35][CH:34]=1)=[O:32]. The yield is 0.440. (2) The reactants are C(O)CO.C(=O)([O-])[O-].[K+].[K+].[C:11]1([SH:17])[CH:16]=[CH:15][CH:14]=[CH:13][CH:12]=1.Br[C:19]1[CH:20]=[C:21]2[C:25](=[C:26]([C:28]([NH2:30])=[O:29])[CH:27]=1)[NH:24][CH:23]=[C:22]2[CH:31]1[CH2:36][CH2:35][N:34]([S:37]([CH2:40][CH3:41])(=[O:39])=[O:38])[CH2:33][CH2:32]1. The catalyst is C(O)(C)C.[Cu](I)I. The product is [CH2:40]([S:37]([N:34]1[CH2:35][CH2:36][CH:31]([C:22]2[C:21]3[C:25](=[C:26]([C:28]([NH2:30])=[O:29])[CH:27]=[C:19]([S:17][C:11]4[CH:16]=[CH:15][CH:14]=[CH:13][CH:12]=4)[CH:20]=3)[NH:24][CH:23]=2)[CH2:32][CH2:33]1)(=[O:39])=[O:38])[CH3:41]. The yield is 0.0700. (3) The yield is 0.820. The product is [Cl:1][C:2]1[CH:10]=[C:9]2[C:5]([CH:6]=[N:7][N:8]2[C:11]2[CH:12]=[CH:13][C:14]([F:17])=[CH:15][CH:16]=2)=[CH:4][C:3]=1[O:18][CH:19]([C:23]1[CH:24]=[CH:25][C:26]([F:29])=[CH:27][CH:28]=1)[CH:20]([NH:22][C:32](=[O:33])[C:31]([F:42])([F:41])[F:30])[CH3:21]. The catalyst is CC#N. The reactants are [Cl:1][C:2]1[CH:10]=[C:9]2[C:5]([CH:6]=[N:7][N:8]2[C:11]2[CH:16]=[CH:15][C:14]([F:17])=[CH:13][CH:12]=2)=[CH:4][C:3]=1[O:18][CH:19]([C:23]1[CH:28]=[CH:27][C:26]([F:29])=[CH:25][CH:24]=1)[CH:20]([NH2:22])[CH3:21].[F:30][C:31]([F:42])([F:41])[C:32](O[C:32](=[O:33])[C:31]([F:42])([F:41])[F:30])=[O:33].O.CC#N. (4) The reactants are O.C([NH+](CC)CC)C.[O:9]=[CH:10][C@@H:11]([C@H:13]([C@@H:15]([C@@H:17]([CH2:19][OH:20])[OH:18])[OH:16])[OH:14])[OH:12].C1CCC(N=C=NC2CCCCC2)CC1. The catalyst is CC#N. The product is [O:9]=[CH:10][C@H:11]([C@H:13]([C@@H:15]([C@@H:17]([CH2:19][OH:20])[OH:18])[OH:16])[OH:14])[OH:12]. The yield is 0.950. (5) The yield is 0.590. The reactants are Cl[C:2]1[N:7]=[C:6]([C:8]2[CH:13]=[CH:12][CH:11]=[C:10]([C:14]#[C:15][C@:16]3([OH:23])[CH2:20][CH2:19][N:18]([CH3:21])[C:17]3=[O:22])[CH:9]=2)[N:5]=[C:4]([C:24]([O:26][CH2:27][CH3:28])=[O:25])[CH:3]=1.C([Sn](CCCC)(CCCC)[C:34]1[CH:39]=[N:38][CH:37]=[CH:36][N:35]=1)CCC. The product is [OH:23][C@@:16]1([C:15]#[C:14][C:10]2[CH:9]=[C:8]([C:6]3[N:5]=[C:4]([C:24]([O:26][CH2:27][CH3:28])=[O:25])[CH:3]=[C:2]([C:34]4[CH:39]=[N:38][CH:37]=[CH:36][N:35]=4)[N:7]=3)[CH:13]=[CH:12][CH:11]=2)[CH2:20][CH2:19][N:18]([CH3:21])[C:17]1=[O:22]. The catalyst is CN(C=O)C.Cl[Pd](Cl)([P](C1C=CC=CC=1)(C1C=CC=CC=1)C1C=CC=CC=1)[P](C1C=CC=CC=1)(C1C=CC=CC=1)C1C=CC=CC=1. (6) The reactants are [O:1]1[CH:5]=[CH:4][C:3]([C:6]2[CH:7]=[CH:8][C:9]([CH:12](O)[CH3:13])=[N:10][CH:11]=2)=[CH:2]1.P(Br)(Br)[Br:16]. The catalyst is C(Cl)(Cl)Cl.C(OCC)(=O)C.C(=O)(O)[O-]. The product is [Br:16][CH:12]([C:9]1[CH:8]=[CH:7][C:6]([C:3]2[CH:4]=[CH:5][O:1][CH:2]=2)=[CH:11][N:10]=1)[CH3:13]. The yield is 0.750. (7) The yield is 0.950. The reactants are [C:1]1([OH:7])[CH:6]=[CH:5][CH:4]=[CH:3][CH:2]=1.[CH2:8](Br)[CH2:9][CH2:10][CH2:11][CH2:12][CH2:13][CH2:14][CH2:15][CH2:16][CH2:17][CH2:18][CH3:19].C(=O)([O-])[O-].[K+].[K+]. The catalyst is CN(C)C=O. The product is [CH2:19]([O:7][C:1]1[CH:6]=[CH:5][CH:4]=[CH:3][CH:2]=1)[CH2:18][CH2:17][CH2:16][CH2:15][CH2:14][CH2:13][CH2:12][CH2:11][CH2:10][CH2:9][CH3:8].